Dataset: Forward reaction prediction with 1.9M reactions from USPTO patents (1976-2016). Task: Predict the product of the given reaction. (1) Given the reactants [CH2:1]([O:8][C:9]1[CH:10]=[C:11]([CH2:15][CH:16]([NH:22][C:23]([NH:25][CH2:26][C:27]2[CH:32]=[CH:31][C:30]([NH:33]C(OC(C)(C)C)=O)=[CH:29][CH:28]=2)=[O:24])[C:17]([O:19][CH2:20][CH3:21])=[O:18])[CH:12]=[CH:13][CH:14]=1)[C:2]1[CH:7]=[CH:6][CH:5]=[CH:4][CH:3]=1.C(O)(C(F)(F)F)=O, predict the reaction product. The product is: [NH2:33][C:30]1[CH:29]=[CH:28][C:27]([CH2:26][NH:25][C:23](=[O:24])[NH:22][CH:16]([CH2:15][C:11]2[CH:12]=[CH:13][CH:14]=[C:9]([O:8][CH2:1][C:2]3[CH:3]=[CH:4][CH:5]=[CH:6][CH:7]=3)[CH:10]=2)[C:17]([O:19][CH2:20][CH3:21])=[O:18])=[CH:32][CH:31]=1. (2) Given the reactants [N+:1]([C:4]1[CH:9]=[CH:8][C:7]([S:10][CH2:11][C:12]2[CH:13]=[N:14][CH:15]=[CH:16][CH:17]=2)=[C:6]([C:18]([F:21])([F:20])[F:19])[CH:5]=1)([O-])=O, predict the reaction product. The product is: [N:14]1[CH:15]=[CH:16][CH:17]=[C:12]([CH2:11][S:10][C:7]2[CH:8]=[CH:9][C:4]([NH2:1])=[CH:5][C:6]=2[C:18]([F:21])([F:19])[F:20])[CH:13]=1. (3) Given the reactants [CH3:1][Si:2]([CH3:40])([CH3:39])[CH2:3][CH2:4][O:5][CH2:6][N:7]([CH2:31][O:32][CH2:33][CH2:34][Si:35]([CH3:38])([CH3:37])[CH3:36])[C:8]1[N:13]2[N:14]=[CH:15][C:16](I)=[C:12]2[N:11]=[C:10]([CH:18]2[CH2:23][CH2:22][N:21]([C:24]([O:26][C:27]([CH3:30])([CH3:29])[CH3:28])=[O:25])[CH2:20][CH2:19]2)[CH:9]=1.[C:41]1([C:47]2[CH:52]=[CH:51][C:50](B3OC(C)(C)C(C)(C)O3)=[CH:49][N:48]=2)[CH:46]=[CH:45][CH:44]=[CH:43][CH:42]=1.C(Cl)Cl.C([O-])([O-])=O.[Na+].[Na+], predict the reaction product. The product is: [CH3:1][Si:2]([CH3:40])([CH3:39])[CH2:3][CH2:4][O:5][CH2:6][N:7]([CH2:31][O:32][CH2:33][CH2:34][Si:35]([CH3:38])([CH3:37])[CH3:36])[C:8]1[N:13]2[N:14]=[CH:15][C:16]([C:50]3[CH:49]=[N:48][C:47]([C:41]4[CH:46]=[CH:45][CH:44]=[CH:43][CH:42]=4)=[CH:52][CH:51]=3)=[C:12]2[N:11]=[C:10]([CH:18]2[CH2:23][CH2:22][N:21]([C:24]([O:26][C:27]([CH3:30])([CH3:29])[CH3:28])=[O:25])[CH2:20][CH2:19]2)[CH:9]=1. (4) Given the reactants Br[C:2]1[C:3]([S:8][CH2:9][C:10]([O:12]C)=[O:11])=[N:4][CH:5]=[N:6][CH:7]=1.CC1(C)C(C)(C)OB([C:22]2[C:31]3[C:26](=[CH:27][CH:28]=[CH:29][CH:30]=3)[C:25]([C:32]#[N:33])=[CH:24][CH:23]=2)O1.C(=O)([O-])[O-].[Na+].[Na+].[OH-].[Na+], predict the reaction product. The product is: [C:32]([C:25]1[C:26]2[C:31](=[CH:30][CH:29]=[CH:28][CH:27]=2)[C:22]([C:2]2[C:3]([S:8][CH2:9][C:10]([OH:12])=[O:11])=[N:4][CH:5]=[N:6][CH:7]=2)=[CH:23][CH:24]=1)#[N:33]. (5) Given the reactants [C:1]([O:4][CH2:5][C@H:6]([CH3:29])[CH2:7][CH:8]([NH:25][C:26](=[O:28])[CH3:27])[C:9]1[S:10][C:11]([C:14]#[C:15][CH2:16][CH2:17][CH2:18][C:19]2[CH:24]=[CH:23][CH:22]=[CH:21][CH:20]=2)=[CH:12][CH:13]=1)(=[O:3])[CH3:2], predict the reaction product. The product is: [C:1]([O:4][CH2:5][C@H:6]([CH3:29])[CH2:7][CH:8]([NH:25][C:26](=[O:28])[CH3:27])[C:9]1[S:10][C:11]([CH2:14][CH2:15][CH2:16][CH2:17][CH2:18][C:19]2[CH:20]=[CH:21][CH:22]=[CH:23][CH:24]=2)=[CH:12][CH:13]=1)(=[O:3])[CH3:2]. (6) Given the reactants [O:1]=[C:2]1[NH:7][C:6]2[CH:8]=[C:9]([CH:12]=O)[CH:10]=[CH:11][C:5]=2[O:4][CH2:3]1.[CH3:14][O:15][C:16]1[CH:17]=[CH:18][C:19]2[C:24]([N:25]=1)=[C:23]1[CH2:26][CH:27]([CH2:29][C@H:30]3[CH2:35][CH2:34][C@H:33]([NH2:36])[CH2:32][CH2:31]3)[O:28][C:22]1=[CH:21][N:20]=2.C(O)(=O)C.C([BH3-])#N.[Na+], predict the reaction product. The product is: [CH3:14][O:15][C:16]1[CH:17]=[CH:18][C:19]2[C:24]([N:25]=1)=[C:23]1[CH2:26][CH:27]([CH2:29][C@H:30]3[CH2:35][CH2:34][C@H:33]([NH:36][CH2:12][C:9]4[CH:10]=[CH:11][C:5]5[O:4][CH2:3][C:2](=[O:1])[NH:7][C:6]=5[CH:8]=4)[CH2:32][CH2:31]3)[O:28][C:22]1=[CH:21][N:20]=2. (7) Given the reactants ClC1C=CC=C(C(OO)=[O:9])C=1.[Br:12][C:13]1[CH:18]=[CH:17][C:16]([S:19][C:20]([F:23])([F:22])[F:21])=[CH:15][CH:14]=1, predict the reaction product. The product is: [Br:12][C:13]1[CH:14]=[CH:15][C:16]([S:19]([C:20]([F:23])([F:21])[F:22])=[O:9])=[CH:17][CH:18]=1. (8) Given the reactants C([O:3][C:4]1[C:5](=[O:39])[C:6](=O)[C:7]=1[NH:8][C:9]1[CH:14]=[CH:13][C:12]([C:15]2[N:16]=[C:17]([N:31]3[CH2:36][CH2:35][O:34][CH2:33][C@@H:32]3[CH3:37])[C:18]3[CH2:24][CH2:23][N:22]([C:25]4[N:30]=[CH:29][CH:28]=[CH:27][N:26]=4)[CH2:21][C:19]=3[N:20]=2)=[CH:11][CH:10]=1)C.Cl.[CH2:41]([NH2:43])[CH3:42].C(O)C.C(N(CC)CC)C, predict the reaction product. The product is: [CH2:41]([NH:43][CH:6]1[CH:7]([NH:8][C:9]2[CH:14]=[CH:13][C:12]([C:15]3[N:16]=[C:17]([N:31]4[CH2:36][CH2:35][O:34][CH2:33][C@@H:32]4[CH3:37])[C:18]4[CH2:24][CH2:23][N:22]([C:25]5[N:30]=[CH:29][CH:28]=[CH:27][N:26]=5)[CH2:21][C:19]=4[N:20]=3)=[CH:11][CH:10]=2)[C:4](=[O:3])[C:5]1=[O:39])[CH3:42].